From a dataset of Forward reaction prediction with 1.9M reactions from USPTO patents (1976-2016). Predict the product of the given reaction. (1) Given the reactants [Br:1]N1C(=O)CCC1=O.[CH:9]1([O:13][C:14]2[CH:23]=[C:22]([F:24])[C:21]([F:25])=[C:20]3[C:15]=2[CH2:16][CH2:17][C@H:18]([CH3:26])[NH:19]3)[CH2:12][CH2:11][CH2:10]1, predict the reaction product. The product is: [Br:1][C:23]1[C:14]([O:13][CH:9]2[CH2:10][CH2:11][CH2:12]2)=[C:15]2[C:20](=[C:21]([F:25])[C:22]=1[F:24])[NH:19][C@@H:18]([CH3:26])[CH2:17][CH2:16]2. (2) Given the reactants [N:1]([C:4]1[CH:9]=[CH:8][C:7]([N:10]2[CH:15]=[CH:14][CH:13]=[N:12][C:11]2=[O:16])=[CH:6][CH:5]=1)=[N+:2]=[N-:3].[Cl:17][C:18]1[S:22][C:21]([C:23]([NH:25][CH2:26][C:27]#[CH:28])=[O:24])=[CH:20][CH:19]=1.C1CCN2C(=NCCC2)CC1, predict the reaction product. The product is: [Cl:17][C:18]1[S:22][C:21]([C:23]([NH:25][CH2:26][C:27]2[N:3]=[N:2][N:1]([C:4]3[CH:9]=[CH:8][C:7]([N:10]4[CH:15]=[CH:14][CH:13]=[N:12][C:11]4=[O:16])=[CH:6][CH:5]=3)[CH:28]=2)=[O:24])=[CH:20][CH:19]=1. (3) The product is: [F:24][C:21]1[CH:22]=[CH:23][C:18]([C:10]2[C:11]([C:12]3[CH:13]=[CH:14][N:15]=[CH:16][CH:17]=3)=[C:6]3[CH:5]=[CH:4][C:3]([C:1]([NH2:2])=[O:26])=[CH:8][N:7]3[N:9]=2)=[CH:19][CH:20]=1. Given the reactants [C:1]([C:3]1[CH:4]=[CH:5][C:6]2[N:7]([N:9]=[C:10]([C:18]3[CH:23]=[CH:22][C:21]([F:24])=[CH:20][CH:19]=3)[C:11]=2[C:12]2[CH:17]=[CH:16][N:15]=[CH:14][CH:13]=2)[CH:8]=1)#[N:2].Cl.[OH-:26].[Na+], predict the reaction product. (4) Given the reactants [Si]([O:8][CH2:9][CH2:10][CH2:11][N:12]1[C:16]2[C:17]3[O:18][CH:19]([C:30]4[CH:35]=[CH:34][C:33]([F:36])=[CH:32][CH:31]=4)[CH2:20][CH2:21][C:22]=3[C:23]([C:25]([N:27]([CH3:29])[CH3:28])=[O:26])=[CH:24][C:15]=2[N:14]=[C:13]1[CH3:37])(C(C)(C)C)(C)C.[F-].C([N+](CCCC)(CCCC)CCCC)CCC, predict the reaction product. The product is: [F:36][C:33]1[CH:34]=[CH:35][C:30]([CH:19]2[CH2:20][CH2:21][C:22]3[C:23]([C:25]([N:27]([CH3:29])[CH3:28])=[O:26])=[CH:24][C:15]4[N:14]=[C:13]([CH3:37])[N:12]([CH2:11][CH2:10][CH2:9][OH:8])[C:16]=4[C:17]=3[O:18]2)=[CH:31][CH:32]=1. (5) Given the reactants [CH3:1][O:2][C:3]1[CH:8]=[C:7]([N+:9]([O-])=O)[CH:6]=[CH:5][C:4]=1[C:12]([CH3:16])([CH3:15])[C:13]#[N:14], predict the reaction product. The product is: [NH2:9][C:7]1[CH:6]=[CH:5][C:4]([C:12]([CH3:16])([CH3:15])[C:13]#[N:14])=[C:3]([O:2][CH3:1])[CH:8]=1. (6) Given the reactants [Br:1][C:2]1[CH:7]=[C:6]([NH:8][C@@H:9]([CH3:13])[CH:10]([OH:12])[CH3:11])[C:5]([N+:14]([O-:16])=[O:15])=[CH:4][N:3]=1.CC(OI1(OC(C)=O)(OC(C)=O)OC(=O)C2C=CC=CC1=2)=O, predict the reaction product. The product is: [Br:1][C:2]1[CH:7]=[C:6]([NH:8][C@@H:9]([CH3:13])[C:10](=[O:12])[CH3:11])[C:5]([N+:14]([O-:16])=[O:15])=[CH:4][N:3]=1. (7) Given the reactants C(OC(N1CC2C(C[N:12]([CH2:16][C:17]3[S:25][C:24]4[C:23]([N:26]5[CH2:31][CH2:30][O:29][CH2:28][CH2:27]5)=[N:22][C:21]([Cl:32])=[N:20][C:19]=4[CH:18]=3)[CH2:13]2)C1)=O)(C)(C)C.Cl.[C:34]([O:38][C:39]([N:41]1[CH2:45][CH2:44][C:43]2([CH2:50]CN[CH2:47][CH2:46]2)[CH2:42]1)=[O:40])([CH3:37])([CH3:36])[CH3:35], predict the reaction product. The product is: [C:34]([O:38][C:39]([N:41]1[CH2:45][CH2:44][C:43]2([CH2:46][CH2:47][N:12]([CH2:16][C:17]3[S:25][C:24]4[C:23]([N:26]5[CH2:27][CH2:28][O:29][CH2:30][CH2:31]5)=[N:22][C:21]([Cl:32])=[N:20][C:19]=4[CH:18]=3)[CH2:13][CH2:50]2)[CH2:42]1)=[O:40])([CH3:37])([CH3:36])[CH3:35]. (8) Given the reactants [C:1]([N:8]([CH3:10])[OH:9])([O:3][C:4]([CH3:7])([CH3:6])[CH3:5])=[O:2].Cl[CH2:12][CH2:13][O:14][CH2:15][CH2:16]O.[C:18]([O-])([O-])=[O:19].[K+].[K+], predict the reaction product. The product is: [OH:19][CH2:18][CH2:16][CH2:15][O:14][CH2:13][CH2:12][O:9][N:8]([CH3:10])[C:1](=[O:2])[O:3][C:4]([CH3:7])([CH3:6])[CH3:5]. (9) Given the reactants [C:1]1([C:7]2[CH:15]=[C:14]3[C:10]([CH2:11][C:12](=[O:16])[NH:13]3)=[CH:9][CH:8]=2)[CH:6]=[CH:5][CH:4]=[CH:3][CH:2]=1.[CH2:17]([N:19]([CH2:32][CH3:33])[CH2:20][CH2:21][NH:22][C:23]([C:25]1[NH:26][C:27]([CH:30]=O)=[CH:28][CH:29]=1)=[O:24])[CH3:18], predict the reaction product. The product is: [CH2:32]([N:19]([CH2:17][CH3:18])[CH2:20][CH2:21][NH:22][C:23]([C:25]1[NH:26][C:27]([CH:30]=[C:11]2[C:10]3[C:14](=[CH:15][C:7]([C:1]4[CH:2]=[CH:3][CH:4]=[CH:5][CH:6]=4)=[CH:8][CH:9]=3)[NH:13][C:12]2=[O:16])=[CH:28][CH:29]=1)=[O:24])[CH3:33]. (10) Given the reactants [Cl:1][C:2]1[CH:3]=[C:4]([C:8]2[C:12]([CH2:13][O:14][C:15]3[CH:23]=[CH:22][C:18]([C:19]([OH:21])=O)=[CH:17][N:16]=3)=[C:11]([CH3:24])[O:10][N:9]=2)[CH:5]=[CH:6][CH:7]=1.[CH:25]1([NH2:28])[CH2:27][CH2:26]1, predict the reaction product. The product is: [Cl:1][C:2]1[CH:3]=[C:4]([C:8]2[C:12]([CH2:13][O:14][C:15]3[CH:23]=[CH:22][C:18]([C:19]([NH:28][CH:25]4[CH2:27][CH2:26]4)=[O:21])=[CH:17][N:16]=3)=[C:11]([CH3:24])[O:10][N:9]=2)[CH:5]=[CH:6][CH:7]=1.